This data is from Full USPTO retrosynthesis dataset with 1.9M reactions from patents (1976-2016). The task is: Predict the reactants needed to synthesize the given product. The reactants are: Cl[O-].[Na+].[C:4]([NH:8][CH2:9][CH3:10])([CH3:7])([CH3:6])[CH3:5].[S:11]1[C:15]2[CH:16]=[CH:17][CH:18]=[CH:19][C:14]=2[N:13]=[C:12]1[S:20][S:20][C:12]1[S:11][C:15]2[CH:16]=[CH:17][CH:18]=[CH:19][C:14]=2[N:13]=1.[OH-].[Na+]. Given the product [CH2:9]([N:8]([C:4]([CH3:7])([CH3:6])[CH3:5])[S:20][C:12]1[S:11][C:15]2[CH:16]=[CH:17][CH:18]=[CH:19][C:14]=2[N:13]=1)[CH3:10], predict the reactants needed to synthesize it.